Dataset: Blood-brain barrier permeability classification from the B3DB database. Task: Regression/Classification. Given a drug SMILES string, predict its absorption, distribution, metabolism, or excretion properties. Task type varies by dataset: regression for continuous measurements (e.g., permeability, clearance, half-life) or binary classification for categorical outcomes (e.g., BBB penetration, CYP inhibition). Dataset: b3db_classification. (1) The drug is CCC(=O)OC1(c2ccccc2)CCN(C)CC1C. The result is 1 (penetrates BBB). (2) The compound is CC[N+](CC)(CC)CCC(O)(c1ccccc1)C1CCCCC1. The result is 0 (does not penetrate BBB). (3) The drug is CC1N=C(N)Nc2cccc(Cl)c21. The result is 1 (penetrates BBB). (4) The drug is COc1ccc(C(CN(C)C)C2(O)CCCCC2)cc1. The result is 1 (penetrates BBB). (5) The result is 1 (penetrates BBB). The molecule is CCc1c(C)[nH]c2c1C(=O)[C@@H]1CN(C)CC[C@H]1C2. (6) The drug is c1ccc2c(c1)CCC(CNCCCNC1=NCCCN1)O2. The result is 1 (penetrates BBB). (7) The result is 1 (penetrates BBB). The molecule is CCNC[C@H](C)c1cccc(C(F)(F)F)c1. (8) The molecule is CCOCC(O)COc1ccc(NC(=O)CC[S+](C)C)cc1. The result is 0 (does not penetrate BBB). (9) The result is 1 (penetrates BBB). The molecule is CC(C)(C)C(O)C=Cc1ccc2c(c1)OCO2. (10) The drug is CC(=O)C1CCC2C3CCC4CC(C)(O)CCC4(C)C3CCC12C. The result is 1 (penetrates BBB).